Dataset: Reaction yield outcomes from USPTO patents with 853,638 reactions. Task: Predict the reaction yield, written as a fraction of the theoretical maximum amount of product (1.0 means a 100% yield; for example, 0.34 means a 34% yield). (1) The reactants are Cl[CH2:2][C:3]1[CH:8]=[CH:7][C:6]([C:9]2[C:10]([NH:15][S:16]([C:19]3[CH:24]=[CH:23][CH:22]=[CH:21][C:20]=3[C:25]([F:28])([F:27])[F:26])(=[O:18])=[O:17])=[N:11][CH:12]=[CH:13][N:14]=2)=[CH:5][CH:4]=1.[CH2:29]1[O:38][C:37]2[CH:36]=[CH:35][C:33]([NH2:34])=[CH:32][C:31]=2[O:30]1. No catalyst specified. The product is [O:38]1[C:37]2[CH:36]=[CH:35][C:33]([NH:34][CH2:2][C:3]3[CH:8]=[CH:7][C:6]([C:9]4[C:10]([NH:15][S:16]([C:19]5[CH:24]=[CH:23][CH:22]=[CH:21][C:20]=5[C:25]([F:28])([F:27])[F:26])(=[O:18])=[O:17])=[N:11][CH:12]=[CH:13][N:14]=4)=[CH:5][CH:4]=3)=[CH:32][C:31]=2[O:30][CH2:29]1. The yield is 0.690. (2) The reactants are C(O)(=O)C.[CH:5]([NH2:7])=[NH:6].N[C:9]1[CH:17]=[C:16]([F:18])[CH:15]=[CH:14][C:10]=1[C:11](O)=[O:12]. The catalyst is C(OC(O)C)C. The product is [F:18][C:16]1[CH:17]=[C:9]2[C:10]([C:11](=[O:12])[NH:6][CH:5]=[N:7]2)=[CH:14][CH:15]=1. The yield is 0.890. (3) The reactants are [C:1]([O:5][C:6]([C:8]1[S:22][C:11]2=[CH:12][CH:13]=[C:14]3[C:19]([N:18]=[C:17](SC)[N:16]=[CH:15]3)=[C:10]2[CH:9]=1)=[O:7])([CH3:4])([CH3:3])[CH3:2].Cl[C:24]1C=CC=C(C(OO)=O)C=1.C([O-])([O-])=O.[Na+].[Na+].[O-:40][S:41]([O-:44])(=S)=O.[Na+].[Na+]. The catalyst is C(Cl)Cl.[Cl-].[Na+].O.CC(C)=O. The product is [C:1]([O:5][C:6]([C:8]1[S:22][C:11]2=[CH:12][CH:13]=[C:14]3[C:19]([N:18]=[C:17]([S:41]([CH3:24])(=[O:44])=[O:40])[N:16]=[CH:15]3)=[C:10]2[CH:9]=1)=[O:7])([CH3:4])([CH3:2])[CH3:3]. The yield is 0.880. (4) The reactants are [O:1]=[C:2]1[C:11]2[C:10]([NH:12]C(=O)C)=[CH:9][CH:8]=[CH:7][C:6]=2[CH2:5][CH2:4][CH2:3]1.C([O-])([O-])=O.[Na+].[Na+].[OH-].[Na+]. The catalyst is Cl. The product is [NH2:12][C:10]1[CH:9]=[CH:8][CH:7]=[C:6]2[C:11]=1[C:2](=[O:1])[CH2:3][CH2:4][CH2:5]2. The yield is 0.560.